Task: Binary Classification. Given a T-cell receptor sequence (or CDR3 region) and an epitope sequence, predict whether binding occurs between them.. Dataset: TCR-epitope binding with 47,182 pairs between 192 epitopes and 23,139 TCRs (1) The epitope is IPRRNVATL. The TCR CDR3 sequence is CASSLDPEDEQFF. Result: 0 (the TCR does not bind to the epitope). (2) The epitope is LLFGYPVYV. Result: 0 (the TCR does not bind to the epitope). The TCR CDR3 sequence is CSVTGLAGDRETQYF. (3) The epitope is VLAWLYAAV. The TCR CDR3 sequence is CASSYSWQGLNTEAFF. Result: 1 (the TCR binds to the epitope). (4) The epitope is AYILFTRFFYV. The TCR CDR3 sequence is CASSMGQGAWGTEAFF. Result: 0 (the TCR does not bind to the epitope).